Dataset: Full USPTO retrosynthesis dataset with 1.9M reactions from patents (1976-2016). Task: Predict the reactants needed to synthesize the given product. (1) Given the product [NH2:12][C:6]1[CH:7]=[CH:8][C:9]([O:10][CH3:11])=[C:4]([C:36]2[CH:35]=[CH:34][CH:33]=[C:32]([C:38](=[O:40])[CH3:39])[CH:37]=2)[CH:5]=1, predict the reactants needed to synthesize it. The reactants are: N#N.I[C:4]1[CH:5]=[C:6]([NH2:12])[CH:7]=[CH:8][C:9]=1[O:10][CH3:11].C(=O)([O-])[O-].[K+].[K+].[C:32]1(P([C:32]2[CH:37]=[CH:36][CH:35]=[CH:34][CH:33]=2)[C:32]2[CH:37]=[CH:36][CH:35]=[CH:34][CH:33]=2)[CH:37]=[CH:36][CH:35]=[CH:34][CH:33]=1.[CH2:38]([OH:40])[CH3:39]. (2) Given the product [CH2:1]([S:8]([NH:11][NH:12][C:13]1[C:14](=[O:24])[N:15]([CH2:20][CH2:21][CH2:22][C:28]2[CH:27]=[C:26]([NH2:25])[CH:31]=[CH:30][N:29]=2)[C:16]([CH3:19])=[CH:17][N:18]=1)(=[O:10])=[O:9])[C:2]1[CH:7]=[CH:6][CH:5]=[CH:4][CH:3]=1, predict the reactants needed to synthesize it. The reactants are: [CH2:1]([S:8]([NH:11][NH:12][C:13]1[C:14](=[O:24])[N:15]([CH2:20][CH2:21][CH2:22]Br)[C:16]([CH3:19])=[CH:17][N:18]=1)(=[O:10])=[O:9])[C:2]1[CH:7]=[CH:6][CH:5]=[CH:4][CH:3]=1.[NH2:25][C:26]1[CH:31]=[CH:30][N:29]=[CH:28][CH:27]=1.N1C(C)=CC=CC=1C. (3) Given the product [Cl:1][C:2]1[N:3]=[C:4]([O:33][CH:30]2[CH2:32][CH2:31]2)[C:5]2[C:10]([C:11]3[CH:20]=[CH:19][C:14]4[N:15]=[C:16]([CH3:18])[O:17][C:13]=4[CH:12]=3)=[CH:9][N:8]([CH2:21][O:22][CH2:23][CH2:24][Si:25]([CH3:28])([CH3:27])[CH3:26])[C:6]=2[N:7]=1, predict the reactants needed to synthesize it. The reactants are: [Cl:1][C:2]1[N:3]=[C:4](Cl)[C:5]2[C:10]([C:11]3[CH:20]=[CH:19][C:14]4[N:15]=[C:16]([CH3:18])[O:17][C:13]=4[CH:12]=3)=[CH:9][N:8]([CH2:21][O:22][CH2:23][CH2:24][Si:25]([CH3:28])([CH3:27])[CH3:26])[C:6]=2[N:7]=1.[CH:30]1([OH:33])[CH2:32][CH2:31]1.CC(C)([O-])C.[Na+].